From a dataset of NCI-60 drug combinations with 297,098 pairs across 59 cell lines. Regression. Given two drug SMILES strings and cell line genomic features, predict the synergy score measuring deviation from expected non-interaction effect. Drug 1: CS(=O)(=O)C1=CC(=C(C=C1)C(=O)NC2=CC(=C(C=C2)Cl)C3=CC=CC=N3)Cl. Drug 2: COCCOC1=C(C=C2C(=C1)C(=NC=N2)NC3=CC=CC(=C3)C#C)OCCOC.Cl. Cell line: HL-60(TB). Synergy scores: CSS=8.18, Synergy_ZIP=19.3, Synergy_Bliss=19.6, Synergy_Loewe=15.2, Synergy_HSA=14.9.